Dataset: Full USPTO retrosynthesis dataset with 1.9M reactions from patents (1976-2016). Task: Predict the reactants needed to synthesize the given product. (1) Given the product [C:27]([NH:26][N:25]([C:19](=[O:20])/[CH:18]=[CH:17]/[C:10]1[C:11]2[C:16](=[CH:15][CH:14]=[CH:13][CH:12]=2)[N:8]([C:6]([O:5][C:1]([CH3:3])([CH3:4])[CH3:2])=[O:7])[CH:9]=1)[CH:22]([CH3:24])[CH3:23])(=[O:34])[C:28]1[CH:33]=[CH:32][CH:31]=[CH:30][CH:29]=1, predict the reactants needed to synthesize it. The reactants are: [C:1]([O:5][C:6]([N:8]1[C:16]2[C:11](=[CH:12][CH:13]=[CH:14][CH:15]=2)[C:10](/[CH:17]=[CH:18]/[C:19](O)=[O:20])=[CH:9]1)=[O:7])([CH3:4])([CH3:3])[CH3:2].[CH:22]([NH:25][NH:26][C:27](=[O:34])[C:28]1[CH:33]=[CH:32][CH:31]=[CH:30][CH:29]=1)([CH3:24])[CH3:23].CN(C(ON1N=NC2C=CC=NC1=2)=[N+](C)C)C.F[P-](F)(F)(F)(F)F.C(N(CC)C(C)C)(C)C. (2) Given the product [CH2:1]([C:3]1[C:24]([F:25])=[C:23]([S:26]([CH3:29])(=[O:27])=[O:28])[CH:22]=[CH:21][C:4]=1[C:5]([N:7]1[CH2:13][C:12]2[CH:14]=[C:15]([C:18]3[O:20][C:32](=[O:33])[NH:37][N:36]=3)[CH:16]=[CH:17][C:11]=2[O:10][CH2:9][CH2:8]1)=[O:6])[CH3:2], predict the reactants needed to synthesize it. The reactants are: [CH2:1]([C:3]1[C:24]([F:25])=[C:23]([S:26]([CH3:29])(=[O:28])=[O:27])[CH:22]=[CH:21][C:4]=1[C:5]([N:7]1[CH2:13][C:12]2[CH:14]=[C:15]([C:18]([OH:20])=O)[CH:16]=[CH:17][C:11]=2[O:10][CH2:9][CH2:8]1)=[O:6])[CH3:2].C(Cl)([C:32](Cl)=[O:33])=O.[NH2:36][NH2:37].C(N(CC)CC)C.C1N=CN(C(N2C=NC=C2)=O)C=1. (3) Given the product [CH:14]1([C:17]2[C:25]3[C:20](=[N:21][C:22]([O:27][CH2:28][C:29]([NH:13][CH:9]4[C:10]5[C:6](=[CH:5][C:4]([O:3][CH3:2])=[CH:12][CH:11]=5)[CH2:7][CH2:8]4)=[O:30])=[CH:23][C:24]=3[CH3:26])[N:19]([CH3:32])[N:18]=2)[CH2:15][CH2:16]1, predict the reactants needed to synthesize it. The reactants are: Cl.[CH3:2][O:3][C:4]1[CH:5]=[C:6]2[C:10](=[CH:11][CH:12]=1)[CH:9]([NH2:13])[CH2:8][CH2:7]2.[CH:14]1([C:17]2[C:25]3[C:20](=[N:21][C:22]([O:27][CH2:28][C:29](O)=[O:30])=[CH:23][C:24]=3[CH3:26])[N:19]([CH3:32])[N:18]=2)[CH2:16][CH2:15]1.CCN(C(C)C)C(C)C.CN(C(ON1N=NC2C=CC=NC1=2)=[N+](C)C)C.F[P-](F)(F)(F)(F)F.